Task: Regression. Given two drug SMILES strings and cell line genomic features, predict the synergy score measuring deviation from expected non-interaction effect.. Dataset: Merck oncology drug combination screen with 23,052 pairs across 39 cell lines (1) Drug 1: CCN(CC)CCNC(=O)c1c(C)[nH]c(C=C2C(=O)Nc3ccc(F)cc32)c1C. Drug 2: Cn1cc(-c2cnn3c(N)c(Br)c(C4CCCNC4)nc23)cn1. Cell line: SW837. Synergy scores: synergy=-4.97. (2) Drug 1: Nc1ccn(C2OC(CO)C(O)C2(F)F)c(=O)n1. Drug 2: CS(=O)(=O)CCNCc1ccc(-c2ccc3ncnc(Nc4ccc(OCc5cccc(F)c5)c(Cl)c4)c3c2)o1. Cell line: HT29. Synergy scores: synergy=9.89. (3) Drug 1: O=C(CCCCCCC(=O)Nc1ccccc1)NO. Drug 2: COC1CC2CCC(C)C(O)(O2)C(=O)C(=O)N2CCCCC2C(=O)OC(C(C)CC2CCC(OP(C)(C)=O)C(OC)C2)CC(=O)C(C)C=C(C)C(O)C(OC)C(=O)C(C)CC(C)C=CC=CC=C1C. Cell line: MDAMB436. Synergy scores: synergy=17.8. (4) Drug 1: COc1cccc2c1C(=O)c1c(O)c3c(c(O)c1C2=O)CC(O)(C(=O)CO)CC3OC1CC(N)C(O)C(C)O1. Drug 2: CCN(CC)CCNC(=O)c1c(C)[nH]c(C=C2C(=O)Nc3ccc(F)cc32)c1C. Cell line: RPMI7951. Synergy scores: synergy=-13.0. (5) Drug 1: CN1C(=O)C=CC2(C)C3CCC4(C)C(NC(=O)OCC(F)(F)F)CCC4C3CCC12. Cell line: LOVO. Drug 2: CCC1(O)CC2CN(CCc3c([nH]c4ccccc34)C(C(=O)OC)(c3cc4c(cc3OC)N(C)C3C(O)(C(=O)OC)C(OC(C)=O)C5(CC)C=CCN6CCC43C65)C2)C1. Synergy scores: synergy=-8.21. (6) Cell line: HT144. Synergy scores: synergy=13.5. Drug 2: NC1(c2ccc(-c3nc4ccn5c(=O)[nH]nc5c4cc3-c3ccccc3)cc2)CCC1. Drug 1: O=P1(N(CCCl)CCCl)NCCCO1. (7) Drug 1: N.N.O=C(O)C1(C(=O)O)CCC1.[Pt]. Drug 2: O=C(NOCC(O)CO)c1ccc(F)c(F)c1Nc1ccc(I)cc1F. Cell line: PA1. Synergy scores: synergy=-16.6.